Dataset: Reaction yield outcomes from USPTO patents with 853,638 reactions. Task: Predict the reaction yield, written as a fraction of the theoretical maximum amount of product (1.0 means a 100% yield; for example, 0.34 means a 34% yield). (1) The catalyst is C(N(CC)CC)C.C(Cl)(Cl)Cl. The yield is 0.580. The reactants are [CH3:1][O:2][C:3]1[CH:4]=[C:5]2[C:10](=[CH:11][C:12]=1[O:13][CH3:14])[N:9]=[CH:8][N:7]=[C:6]2[O:15][C:16]1[CH:22]=[CH:21][C:19]([NH2:20])=[C:18]([N+:23]([O-:25])=[O:24])[CH:17]=1.ClC(Cl)(O[C:30](=[O:36])OC(Cl)(Cl)Cl)Cl.[CH2:38]([N:45]1[CH2:49][CH2:48][C@@H:47]([NH2:50])[CH2:46]1)[C:39]1[CH:44]=[CH:43][CH:42]=[CH:41][CH:40]=1.C(=O)([O-])O.[Na+]. The product is [CH2:38]([N:45]1[CH2:49][CH2:48][C@@H:47]([NH:50][C:30]([NH:20][C:19]2[CH:21]=[CH:22][C:16]([O:15][C:6]3[C:5]4[C:10](=[CH:11][C:12]([O:13][CH3:14])=[C:3]([O:2][CH3:1])[CH:4]=4)[N:9]=[CH:8][N:7]=3)=[CH:17][C:18]=2[N+:23]([O-:25])=[O:24])=[O:36])[CH2:46]1)[C:39]1[CH:40]=[CH:41][CH:42]=[CH:43][CH:44]=1. (2) The reactants are [CH3:1][O:2][C:3]1[C:8]2[N:9]=[C:10]([NH:12][C:13]([C:15]3[CH:38]=[CH:37][C:18]([CH2:19][N:20]([CH3:36])[CH2:21][CH2:22][O:23]C(=O)C4C=CC(OC)=C(OC)C=4)=[CH:17][CH:16]=3)=[O:14])[S:11][C:7]=2[C:6]([N:39]2[CH2:44][CH2:43][O:42][CH2:41][CH2:40]2)=[CH:5][CH:4]=1.C(O)C. The catalyst is [OH-].[Na+].O. The product is [OH:23][CH2:22][CH2:21][N:20]([CH2:19][C:18]1[CH:17]=[CH:16][C:15]([C:13]([NH:12][C:10]2[S:11][C:7]3[C:6]([N:39]4[CH2:44][CH2:43][O:42][CH2:41][CH2:40]4)=[CH:5][CH:4]=[C:3]([O:2][CH3:1])[C:8]=3[N:9]=2)=[O:14])=[CH:38][CH:37]=1)[CH3:36]. The yield is 0.480.